From a dataset of Catalyst prediction with 721,799 reactions and 888 catalyst types from USPTO. Predict which catalyst facilitates the given reaction. Reactant: [NH2:1][C:2]1[CH:7]=[CH:6][CH:5]=[CH:4][N:3]=1.Cl[CH2:9][C:10](=O)[CH3:11]. Product: [CH3:11][C:10]1[N:1]=[C:2]2[CH:7]=[CH:6][CH:5]=[CH:4][N:3]2[CH:9]=1. The catalyst class is: 8.